Dataset: Reaction yield outcomes from USPTO patents with 853,638 reactions. Task: Predict the reaction yield, written as a fraction of the theoretical maximum amount of product (1.0 means a 100% yield; for example, 0.34 means a 34% yield). (1) The reactants are [O:1]1[C:5]2[CH:6]=[CH:7][C:8]([C:10](=[O:12])C)=[CH:9][C:4]=2[CH2:3][CH2:2]1.Cl[O-].[Na+].S(=O)(O)[O-:17].[Na+].Cl. No catalyst specified. The product is [O:1]1[C:5]2[CH:6]=[CH:7][C:8]([C:10]([OH:12])=[O:17])=[CH:9][C:4]=2[CH2:3][CH2:2]1. The yield is 0.970. (2) The reactants are [CH3:1][C@H:2]1[CH2:11][CH2:10][C:9]2[C:4](=[CH:5][CH:6]=[C:7](B3OC(C)(C)C(C)(C)O3)[C:8]=2[O:12][CH2:13][CH2:14][CH3:15])[N:3]1[C:25](=[O:27])[CH3:26].I[C:29]1[N:34]=[CH:33][C:32]([NH:35][S:36]([CH3:39])(=[O:38])=[O:37])=[CH:31][CH:30]=1.C(=O)([O-])[O-].[Cs+].[Cs+]. The catalyst is CC(C1C=C(C(C)C)C(C2C=CC=C(P(C3CCCCC3)C3CCCCC3)C=2)=C(C(C)C)C=1)C.C1C=[C-]C(C2C(N)=CC=CC=2)=CC=1.Cl[Pd+].O1CCOCC1.O. The product is [C:25]([N:3]1[C:4]2[C:9](=[C:8]([O:12][CH2:13][CH2:14][CH3:15])[C:7]([C:29]3[N:34]=[CH:33][C:32]([NH:35][S:36]([CH3:39])(=[O:37])=[O:38])=[CH:31][CH:30]=3)=[CH:6][CH:5]=2)[CH2:10][CH2:11][C@@H:2]1[CH3:1])(=[O:27])[CH3:26]. The yield is 0.110. (3) The reactants are [CH2:1]([O:8][C:9]1[CH:10]=[CH:11][CH:12]=[C:13]2[C:17]=1[NH:16][C:15]([C:18]([O:20][CH2:21][CH3:22])=[O:19])=[CH:14]2)[C:2]1[CH:7]=[CH:6][CH:5]=[CH:4][CH:3]=1.[H-].[Na+].[CH3:25]N(C=O)C. The catalyst is CC(OC)(C)C. The product is [CH2:1]([O:8][C:9]1[CH:10]=[CH:11][CH:12]=[C:13]2[C:17]=1[N:16]([CH3:25])[C:15]([C:18]([O:20][CH2:21][CH3:22])=[O:19])=[CH:14]2)[C:2]1[CH:7]=[CH:6][CH:5]=[CH:4][CH:3]=1. The yield is 1.14. (4) The catalyst is O1CCCC1. The product is [Br:1][C:2]1[C:11]2[C:6](=[CH:7][C:8]([CH2:12][N:22]3[CH2:23][CH2:24][N:19]([CH3:18])[CH2:20][CH2:21]3)=[CH:9][CH:10]=2)[C:5](=[O:14])[N:4]([CH:15]([CH3:17])[CH3:16])[N:3]=1. The reactants are [Br:1][C:2]1[C:11]2[C:6](=[CH:7][C:8]([CH2:12]Br)=[CH:9][CH:10]=2)[C:5](=[O:14])[N:4]([CH:15]([CH3:17])[CH3:16])[N:3]=1.[CH3:18][N:19]1[CH2:24][CH2:23][NH:22][CH2:21][CH2:20]1. The yield is 0.840. (5) The reactants are [N:1]12[CH2:8][CH2:7][C:4]([C:9]([C:16]3[S:17][CH:18]=[CH:19][CH:20]=3)([C:11]3[S:12][CH:13]=[CH:14][CH:15]=3)[OH:10])([CH2:5][CH2:6]1)[CH2:3][CH2:2]2.[Br:21][CH2:22][CH2:23][CH2:24][C:25]1[CH:30]=[CH:29][CH:28]=[CH:27][CH:26]=1. The catalyst is CO. The product is [Br-:21].[OH:10][C:9]([C:16]1[S:17][CH:18]=[CH:19][CH:20]=1)([C:11]1[S:12][CH:13]=[CH:14][CH:15]=1)[C:4]12[CH2:5][CH2:6][N+:1]([CH2:22][CH2:23][CH2:24][C:25]3[CH:30]=[CH:29][CH:28]=[CH:27][CH:26]=3)([CH2:8][CH2:7]1)[CH2:2][CH2:3]2. The yield is 0.623. (6) The reactants are [F:1][C:2]1[CH:7]=[CH:6][C:5](/[CH:8]=[CH:9]/[C:10]2[CH:15]=[CH:14][C:13]([S:16]([C:19]3[C:24]([N+:25]([O-])=O)=[CH:23][CH:22]=[CH:21][N:20]=3)(=[O:18])=[O:17])=[CH:12][CH:11]=2)=[CH:4][CH:3]=1.BrC1C([N+]([O-])=O)=CC=CN=1. The catalyst is C(O)(=O)C.[Fe]. The product is [F:1][C:2]1[CH:7]=[CH:6][C:5](/[CH:8]=[CH:9]/[C:10]2[CH:11]=[CH:12][C:13]([S:16]([C:19]3[C:24]([NH2:25])=[CH:23][CH:22]=[CH:21][N:20]=3)(=[O:17])=[O:18])=[CH:14][CH:15]=2)=[CH:4][CH:3]=1. The yield is 0.550. (7) The product is [CH:11]([C:10]1[C:2]2[CH:7]=[CH:6][CH:5]=[CH:4][C:3]=2[O:8][CH:9]=1)([CH3:13])[CH3:12]. The catalyst is C(#N)CC.C([O-])(=O)C.[Pd+2].C([O-])(=O)C. The reactants are I[C:2]1[CH:7]=[CH:6][CH:5]=[CH:4][C:3]=1[O:8][CH2:9][CH:10]=[C:11]([CH3:13])[CH3:12].C(N(C(C)C)CC)(C)C. The yield is 0.520.